Dataset: Full USPTO retrosynthesis dataset with 1.9M reactions from patents (1976-2016). Task: Predict the reactants needed to synthesize the given product. (1) Given the product [CH:1]1([S:4]([O:18][CH2:17][CH2:16][CH2:15][CH3:14])(=[O:6])=[O:5])[CH2:3][CH2:2]1, predict the reactants needed to synthesize it. The reactants are: [CH:1]1([S:4](Cl)(=[O:6])=[O:5])[CH2:3][CH2:2]1.N1C=CC=CC=1.[CH3:14][CH2:15][CH2:16][CH2:17][OH:18]. (2) Given the product [F:1][C:2]([F:42])([F:41])[C:3]1[CH:4]=[C:5]([CH:34]=[C:35]([C:37]([F:40])([F:39])[F:38])[CH:36]=1)[CH2:6][N:7]([CH2:14][C:15]1[C:20]([C:21]2[CH:26]=[C:25]([CH:27]([CH3:29])[CH3:28])[C:24]([F:30])=[CH:23][C:22]=2[O:31][CH3:32])=[CH:19][CH:18]=[C:17]([C:43]([CH3:45])=[CH2:44])[N:16]=1)[C:8]1[N:9]=[N:10][N:11]([CH3:13])[N:12]=1, predict the reactants needed to synthesize it. The reactants are: [F:1][C:2]([F:42])([F:41])[C:3]1[CH:4]=[C:5]([CH:34]=[C:35]([C:37]([F:40])([F:39])[F:38])[CH:36]=1)[CH2:6][N:7]([CH2:14][C:15]1[C:20]([C:21]2[CH:26]=[C:25]([CH:27]([CH3:29])[CH3:28])[C:24]([F:30])=[CH:23][C:22]=2[O:31][CH3:32])=[CH:19][CH:18]=[C:17](Cl)[N:16]=1)[C:8]1[N:9]=[N:10][N:11]([CH3:13])[N:12]=1.[C:43](B(O)O)([CH3:45])=[CH2:44].